Task: Predict the product of the given reaction.. Dataset: Forward reaction prediction with 1.9M reactions from USPTO patents (1976-2016) (1) The product is: [CH3:29][O:28][N:27]([CH3:26])[C:14]([C:9]1[CH:10]=[CH:11][CH:12]=[CH:13][N:8]=1)=[O:16]. Given the reactants CN1CCOCC1.[N:8]1[CH:13]=[CH:12][CH:11]=[CH:10][C:9]=1[C:14]([OH:16])=O.ClC(OCC(C)C)=O.Cl.[CH3:26][NH:27][O:28][CH3:29], predict the reaction product. (2) Given the reactants [NH2:1][C:2]1[CH:7]=[C:6]([CH2:8][CH2:9][C:10]([O:12][CH3:13])=[O:11])[CH:5]=[CH:4][C:3]=1[C:14]1[CH:19]=[CH:18][CH:17]=[C:16]([N:20]([CH3:29])[C:21]([NH:23][CH2:24][CH2:25][CH2:26][CH2:27][CH3:28])=[O:22])[CH:15]=1.[CH:30](=O)[C:31]1[CH:36]=[CH:35][CH:34]=[CH:33][CH:32]=1.C([BH3-])#N.[Na+].[Cl-].[NH4+], predict the reaction product. The product is: [CH2:30]([NH:1][C:2]1[CH:7]=[C:6]([CH2:8][CH2:9][C:10]([O:12][CH3:13])=[O:11])[CH:5]=[CH:4][C:3]=1[C:14]1[CH:19]=[CH:18][CH:17]=[C:16]([N:20]([CH3:29])[C:21]([NH:23][CH2:24][CH2:25][CH2:26][CH2:27][CH3:28])=[O:22])[CH:15]=1)[C:31]1[CH:36]=[CH:35][CH:34]=[CH:33][CH:32]=1.